From a dataset of Reaction yield outcomes from USPTO patents with 853,638 reactions. Predict the reaction yield, written as a fraction of the theoretical maximum amount of product (1.0 means a 100% yield; for example, 0.34 means a 34% yield). (1) The reactants are C(O[C:4](=[O:18])/[CH:5]=[C:6](\[NH:8][C:9]1[CH:14]=[CH:13][C:12]([Br:15])=[C:11]([O:16][CH3:17])[CH:10]=1)/[CH3:7])C. The catalyst is C1C=CC(C2C=CC=CC=2)=CC=1.C1C=CC(OC2C=CC=CC=2)=CC=1. The product is [Br:15][C:12]1[CH:13]=[C:14]2[C:9](=[CH:10][C:11]=1[O:16][CH3:17])[N:8]=[C:6]([CH3:7])[CH:5]=[C:4]2[OH:18]. The yield is 0.840. (2) The reactants are [N+:1]([C:4]1[CH:5]=[C:6]2[C:10](=[CH:11][CH:12]=1)[C:9](=[O:13])[NH:8][C:7]2=[O:14])([O-])=O. The catalyst is C1COCC1.[Pd]. The product is [NH2:1][C:4]1[CH:5]=[C:6]2[C:10](=[CH:11][CH:12]=1)[C:9](=[O:13])[NH:8][C:7]2=[O:14]. The yield is 0.593.